The task is: Regression. Given a peptide amino acid sequence and an MHC pseudo amino acid sequence, predict their binding affinity value. This is MHC class I binding data.. This data is from Peptide-MHC class I binding affinity with 185,985 pairs from IEDB/IMGT. (1) The peptide sequence is ISGSWVSCF. The MHC is H-2-Kb with pseudo-sequence H-2-Kb. The binding affinity (normalized) is 0.195. (2) The peptide sequence is YEEAGRGSM. The MHC is HLA-B44:02 with pseudo-sequence HLA-B44:02. The binding affinity (normalized) is 0.213. (3) The peptide sequence is IAFTRLFTV. The MHC is HLA-B27:03 with pseudo-sequence HLA-B27:03. The binding affinity (normalized) is 0.0847. (4) The peptide sequence is FPRDPVSTF. The MHC is HLA-A03:01 with pseudo-sequence HLA-A03:01. The binding affinity (normalized) is 0.0847. (5) The peptide sequence is RPWMLDKYF. The MHC is HLA-B07:02 with pseudo-sequence HLA-B07:02. The binding affinity (normalized) is 0.510. (6) The peptide sequence is QAAESNERY. The MHC is HLA-A29:02 with pseudo-sequence HLA-A29:02. The binding affinity (normalized) is 0.149. (7) The peptide sequence is FLYLLNKKNK. The MHC is HLA-A31:01 with pseudo-sequence HLA-A31:01. The binding affinity (normalized) is 0.226.